From a dataset of Forward reaction prediction with 1.9M reactions from USPTO patents (1976-2016). Predict the product of the given reaction. (1) Given the reactants [F:1][C:2]1[C:10]([F:11])=[C:9]([F:12])[C:8]([F:13])=[CH:7][C:3]=1[C:4]([OH:6])=[O:5].[C:14](Cl)(=O)[C:15](Cl)=O.C(O)C.C([O-])(O)=O.[Na+], predict the reaction product. The product is: [CH2:14]([O:5][C:4](=[O:6])[C:3]1[CH:7]=[C:8]([F:13])[C:9]([F:12])=[C:10]([F:11])[C:2]=1[F:1])[CH3:15]. (2) Given the reactants [NH2:1][CH2:2][C:3]1[CH:8]=[CH:7][CH:6]=[C:5]2[N:9]([C:24]3[C:25]4[C@H:32]([CH3:33])[CH2:31][CH2:30][C:26]=4[N:27]=[CH:28][N:29]=3)[CH2:10][C:11]3([CH2:16][CH2:15][N:14]([C:17]([O:19][C:20]([CH3:23])([CH3:22])[CH3:21])=[O:18])[CH2:13][CH2:12]3)[C:4]=12.Cl[C:35]1[N:40]=[CH:39][CH:38]=[CH:37][N:36]=1.C(N(CC)CC)C, predict the reaction product. The product is: [CH3:33][C@H:32]1[C:25]2[C:24]([N:9]3[C:5]4[C:4](=[C:3]([CH2:2][NH:1][C:35]5[N:40]=[CH:39][CH:38]=[CH:37][N:36]=5)[CH:8]=[CH:7][CH:6]=4)[C:11]4([CH2:16][CH2:15][N:14]([C:17]([O:19][C:20]([CH3:21])([CH3:22])[CH3:23])=[O:18])[CH2:13][CH2:12]4)[CH2:10]3)=[N:29][CH:28]=[N:27][C:26]=2[CH2:30][CH2:31]1. (3) Given the reactants [Cl:1][C:2]1[CH:7]=[CH:6][C:5]([C:8]2[CH:13]=[CH:12][C:11]([C:14](=[N:20][OH:21])[CH2:15][CH2:16][C:17]([OH:19])=O)=[CH:10][CH:9]=2)=[CH:4][CH:3]=1.O.CC1C=CC(S(O)(=O)=O)=CC=1, predict the reaction product. The product is: [Cl:1][C:2]1[CH:3]=[CH:4][C:5]([C:8]2[CH:9]=[CH:10][C:11]([C:14]3[CH2:15][CH2:16][C:17](=[O:19])[O:21][N:20]=3)=[CH:12][CH:13]=2)=[CH:6][CH:7]=1. (4) Given the reactants C(OC([N:8]1[CH2:14][CH2:13][CH2:12][N:11]([C:15]2[N:19]([CH2:20][CH2:21][CH2:22][C:23]([F:26])([F:25])[F:24])[C:18]3[CH:27]=[CH:28][CH:29]=[CH:30][C:17]=3[N:16]=2)[CH2:10][CH2:9]1)=O)(C)(C)C.CO.[IH:33], predict the reaction product. The product is: [IH:33].[IH:33].[N:11]1([C:15]2[N:19]([CH2:20][CH2:21][CH2:22][C:23]([F:26])([F:24])[F:25])[C:18]3[CH:27]=[CH:28][CH:29]=[CH:30][C:17]=3[N:16]=2)[CH2:12][CH2:13][CH2:14][NH:8][CH2:9][CH2:10]1. (5) Given the reactants COC1C=CC(CO[C@@H:9]([C@@H:66]([CH3:71])/[CH:67]=[CH:68]\[CH:69]=[CH2:70])[C@@H:10]([CH3:65])[C@@H:11]([O:57][Si:58]([C:61]([CH3:64])([CH3:63])[CH3:62])([CH3:60])[CH3:59])[CH2:12][CH2:13][C@H:14]([CH3:56])[CH2:15][C@H:16]([CH3:55])[C@@H:17]([O:47][Si:48]([C:51]([CH3:54])([CH3:53])[CH3:52])([CH3:50])[CH3:49])[C@@H:18]([CH3:46])/[CH:19]=[CH:20]\[C@@H:21]([O:38][Si:39]([C:42]([CH3:45])([CH3:44])[CH3:43])([CH3:41])[CH3:40])[CH2:22][C@H:23]([O:30][Si:31]([C:34]([CH3:37])([CH3:36])[CH3:35])([CH3:33])[CH3:32])[C@H:24]([CH3:29])/[CH:25]=[CH:26]/CO)=CC=1.CC(OI1(OC(C)=O)(OC(C)=O)[O:87][C:85](=O)[C:84]2[CH:83]=[CH:82][CH:81]=[CH:80][C:79]1=2)=O.P([O-])([O-])(O[C:99]([CH2:109]C(F)(F)F)(CC(F)(F)F)[C:100]([O:102][CH3:103])=[O:101])=O.C1OCCOCCOCCOCCOCC[O:118][CH2:117]1.C[Si]([N-][Si](C)(C)C)(C)C.[K+], predict the reaction product. The product is: [CH3:103][O:102][C:100](=[O:101])/[CH:99]=[CH:109]\[CH:26]=[CH:25]\[C@@H:24]([CH3:29])[C@@H:23]([O:30][Si:31]([C:34]([CH3:36])([CH3:37])[CH3:35])([CH3:32])[CH3:33])[CH2:22][C@H:21]([O:38][Si:39]([C:42]([CH3:45])([CH3:44])[CH3:43])([CH3:41])[CH3:40])/[CH:20]=[CH:19]\[C@H:18]([CH3:46])[C@H:17]([O:47][Si:48]([C:51]([CH3:54])([CH3:52])[CH3:53])([CH3:50])[CH3:49])[C@@H:16]([CH3:55])[CH2:15][C@@H:14]([CH3:56])[CH2:13][CH2:12][C@H:11]([O:57][Si:58]([C:61]([CH3:62])([CH3:64])[CH3:63])([CH3:60])[CH3:59])[C@H:10]([CH3:65])[C@@H:9]([O:87][CH2:85][C:84]1[CH:79]=[CH:80][C:81]([O:118][CH3:117])=[CH:82][CH:83]=1)[C@@H:66]([CH3:71])/[CH:67]=[CH:68]\[CH:69]=[CH2:70]. (6) Given the reactants [N:1]1([S:11]([C:14]2[CH:15]=[C:16]([N:20]3[C:25](=[O:26])[C:24]4=[C:27]([CH:30]=[CH:31][C:32]([O:34][CH2:35][CH3:36])=[O:33])[S:28][CH:29]=[C:23]4[NH:22][C:21]3=[O:37])[CH:17]=[CH:18][CH:19]=2)(=[O:13])=[O:12])[C:10]2[C:5](=[CH:6][CH:7]=[CH:8][CH:9]=2)[CH2:4][CH2:3][CH2:2]1, predict the reaction product. The product is: [N:1]1([S:11]([C:14]2[CH:15]=[C:16]([N:20]3[C:25](=[O:26])[C:24]4=[C:27]([CH2:30][CH2:31][C:32]([O:34][CH2:35][CH3:36])=[O:33])[S:28][CH:29]=[C:23]4[NH:22][C:21]3=[O:37])[CH:17]=[CH:18][CH:19]=2)(=[O:13])=[O:12])[C:10]2[C:5](=[CH:6][CH:7]=[CH:8][CH:9]=2)[CH2:4][CH2:3][CH2:2]1. (7) Given the reactants Cl.C([SiH2][O:7][C:8](C)(C)[C:9]1[CH:14]=[CH:13][C:12]([NH:15][C:16]([C:18]2[CH:19]=[N:20][N:21]3[CH:26]=[CH:25][CH:24]=[N:23][C:22]=23)=[O:17])=[C:11]([O:27][CH3:28])[CH:10]=1)(C)(C)C.Cl[CH2:32]Cl, predict the reaction product. The product is: [CH3:28][O:27][C:11]1[CH:10]=[C:9]([CH2:8][O:7][CH3:32])[CH:14]=[CH:13][C:12]=1[NH:15][C:16]([C:18]1[CH:19]=[N:20][N:21]2[CH:26]=[CH:25][CH:24]=[N:23][C:22]=12)=[O:17].[OH:7][CH2:8][C:9]1[CH:14]=[CH:13][C:12]([NH:15][C:16]([C:18]2[CH:19]=[N:20][N:21]3[CH:26]=[CH:25][CH:24]=[N:23][C:22]=23)=[O:17])=[C:11]([O:27][CH3:28])[CH:10]=1. (8) Given the reactants I.[Cl:2][C:3]1[N:4]([NH:8][CH2:9][C:10]2[CH:15]=[CH:14][CH:13]=[CH:12][CH:11]=2)[CH2:5][CH2:6][N:7]=1.[OH-].[Na+].C(Cl)Cl, predict the reaction product. The product is: [Cl:2][C:3]1[N:4]([NH:8][CH2:9][C:10]2[CH:11]=[CH:12][CH:13]=[CH:14][CH:15]=2)[CH2:5][CH2:6][N:7]=1.